Dataset: Catalyst prediction with 721,799 reactions and 888 catalyst types from USPTO. Task: Predict which catalyst facilitates the given reaction. Reactant: [CH3:1][O:2][CH2:3][CH2:4][O:5][C:6]1[CH:7]=[C:8]([C:13]2[C:14]3[CH:21]=[C:20]([CH2:22][O:23][C:24]4[CH:29]=[CH:28][C:27]([C@@H:30]([C:37]#[C:38][CH3:39])[CH2:31][C:32]([O:34]CC)=[O:33])=[CH:26][CH:25]=4)[CH:19]=[CH:18][C:15]=3[S:16][CH:17]=2)[C:9]([CH3:12])=[N:10][CH:11]=1.[Li+].[OH-].Cl. Product: [CH3:1][O:2][CH2:3][CH2:4][O:5][C:6]1[CH:7]=[C:8]([C:13]2[C:14]3[CH:21]=[C:20]([CH2:22][O:23][C:24]4[CH:25]=[CH:26][C:27]([C@@H:30]([C:37]#[C:38][CH3:39])[CH2:31][C:32]([OH:34])=[O:33])=[CH:28][CH:29]=4)[CH:19]=[CH:18][C:15]=3[S:16][CH:17]=2)[C:9]([CH3:12])=[N:10][CH:11]=1. The catalyst class is: 14.